From a dataset of Reaction yield outcomes from USPTO patents with 853,638 reactions. Predict the reaction yield, written as a fraction of the theoretical maximum amount of product (1.0 means a 100% yield; for example, 0.34 means a 34% yield). (1) The reactants are [C:1]([C:4]1[C:5]([I:21])=[N:6][N:7]2[CH2:12][CH:11]([CH3:13])[N:10]([C:14]([O:16][C:17]([CH3:20])(C)C)=[O:15])[CH2:9][C:8]=12)(=[O:3])[NH2:2].Cl[C:23]1C=C(B(O)O)C=C[C:28]=1F.[O-]P([O-])([O-])=O.[K+].[K+].[K+]. The catalyst is O1CCOCC1.C(OCC)(=O)C.C1C=CC(P(C2C=CC=CC=2)[C-]2C=CC=C2)=CC=1.C1C=CC(P(C2C=CC=CC=2)[C-]2C=CC=C2)=CC=1.Cl[Pd]Cl.[Fe+2].C(Cl)Cl. The product is [C:1]([C:4]1[C:5]([I:21])=[N:6][N:7]2[CH2:12][CH:11]([CH3:13])[N:10]([C:14]([O:16][CH2:17][CH2:20][CH2:23][CH3:28])=[O:15])[CH2:9][C:8]=12)(=[O:3])[NH2:2]. The yield is 0.840. (2) The catalyst is O. The yield is 0.950. The product is [CH2:1]1[C:7]2[NH:8][C:9]3[C:14]([C:6]=2[CH2:5][C@@H:4]([C:15]([OH:17])=[O:16])[NH:3]1)=[CH:13][CH:12]=[CH:11][CH:10]=3. The reactants are [CH2:1]=O.[NH2:3][C@H:4]([C:15]([OH:17])=[O:16])[CH2:5][C:6]1[C:14]2[C:9](=[CH:10][CH:11]=[CH:12][CH:13]=2)[NH:8][CH:7]=1.[OH-].[Na+].Cl.